From a dataset of Forward reaction prediction with 1.9M reactions from USPTO patents (1976-2016). Predict the product of the given reaction. (1) The product is: [F:1][C:2]1[CH:3]=[CH:4][CH:5]=[C:6]([O:11][C:12](=[O:14])[CH3:13])[C:7]=1[C:8]([OH:10])=[O:9]. Given the reactants [F:1][C:2]1[CH:3]=[CH:4][CH:5]=[C:6]([OH:11])[C:7]=1[C:8]([OH:10])=[O:9].[C:12](OC(=O)C)(=[O:14])[CH3:13].P(=O)(O)(O)O, predict the reaction product. (2) Given the reactants [CH3:1][NH:2][CH2:3][C:4]1[C:8]2[CH:9]=[CH:10][CH:11]=[CH:12][C:7]=2[O:6][C:5]=1[CH3:13].CNCC1C=CC2C(=CC=CC=2)C=1CCC.[ClH:30].[N:31]1([CH2:37][CH2:38][N:39]2[CH2:44][C:43]3[CH:45]=[C:46](/[CH:49]=[CH:50]/[C:51](O)=[O:52])[CH:47]=[N:48][C:42]=3[NH:41][C:40]2=[O:54])[CH2:36][CH2:35][O:34][CH2:33][CH2:32]1, predict the reaction product. The product is: [ClH:30].[CH3:1][N:2]([CH2:3][C:4]1[C:8]2[CH:9]=[CH:10][CH:11]=[CH:12][C:7]=2[O:6][C:5]=1[CH3:13])[C:51](=[O:52])/[CH:50]=[CH:49]/[C:46]1[CH:47]=[N:48][C:42]2[NH:41][C:40](=[O:54])[N:39]([CH2:38][CH2:37][N:31]3[CH2:32][CH2:33][O:34][CH2:35][CH2:36]3)[CH2:44][C:43]=2[CH:45]=1. (3) The product is: [CH3:1][O:2][C:3]1[CH:4]=[C:5]2[C:10](=[CH:11][CH:12]=1)[C:9]([O:13][C:14]1[CH:43]=[CH:42][C:39]([CH:40]=[O:41])=[CH:38][CH:37]=1)=[C:8]([C:17]1[CH:22]=[CH:21][CH:20]=[C:19]([C:23]([F:26])([F:25])[F:24])[CH:18]=1)[C:7]([CH3:27])=[CH:6]2. Given the reactants [CH3:1][O:2][C:3]1[CH:4]=[C:5]2[C:10](=[CH:11][CH:12]=1)[C:9]([O:13][CH2:14]OC)=[C:8]([C:17]1[CH:22]=[CH:21][CH:20]=[C:19]([C:23]([F:26])([F:25])[F:24])[CH:18]=1)[C:7]([CH3:27])=[CH:6]2.Cl.O1CCOCC1.FC1[CH:43]=[CH:42][C:39]([CH:40]=[O:41])=[CH:38][CH:37]=1.C([O-])([O-])=O.[Cs+].[Cs+], predict the reaction product. (4) Given the reactants Br[C:2]1[N:3]=[C:4]2[C:10]([C:11](=[O:16])[C:12]([CH3:15])([CH3:14])[CH3:13])=[CH:9][NH:8][C:5]2=[N:6][CH:7]=1.[OH:17][C:18]1[CH:23]=[CH:22][CH:21]=[CH:20][C:19]=1B(O)O, predict the reaction product. The product is: [OH:17][C:18]1[CH:23]=[CH:22][CH:21]=[CH:20][C:19]=1[C:2]1[N:3]=[C:4]2[C:10]([C:11](=[O:16])[C:12]([CH3:15])([CH3:14])[CH3:13])=[CH:9][NH:8][C:5]2=[N:6][CH:7]=1.